This data is from Catalyst prediction with 721,799 reactions and 888 catalyst types from USPTO. The task is: Predict which catalyst facilitates the given reaction. (1) Reactant: [CH:1](=O)/[CH:2]=[CH:3]/[C:4]1[CH:9]=[CH:8][CH:7]=[CH:6][CH:5]=1.[C:11]([OH:16])(=[O:15])[C:12]([CH3:14])=[O:13].[OH-].[K+:18]. Product: [O:13]=[C:12]([CH:14]=[CH:1][CH:2]=[CH:3][C:4]1[CH:9]=[CH:8][CH:7]=[CH:6][CH:5]=1)[C:11]([O-:16])=[O:15].[K+:18]. The catalyst class is: 5. (2) Reactant: Br[C:2]1[CH:7]=[CH:6][C:5]([N+:8]([O-:10])=[O:9])=[CH:4][N:3]=1.[CH:11]([B-](F)(F)F)=[CH2:12].[K+].C(N(CC)CC)C. Product: [N+:8]([C:5]1[CH:6]=[CH:7][C:2]([CH:11]=[CH2:12])=[N:3][CH:4]=1)([O-:10])=[O:9]. The catalyst class is: 8. (3) Reactant: C(N(CC)CC)C.[CH3:8][O:9][C:10]([C:12]1[C:13]([C:19]([F:22])([F:21])[F:20])=[N:14][C:15](Cl)=[N:16][CH:17]=1)=[O:11].[Cl:23][C:24]1[N:25]=[N:26][C:27]([N:32]2[CH2:37][CH2:36][NH:35][C@H:34]([CH3:38])[CH2:33]2)=[C:28]([CH3:31])[C:29]=1[CH3:30]. Product: [CH3:8][O:9][C:10]([C:12]1[C:13]([C:19]([F:22])([F:21])[F:20])=[N:14][C:15]([N:35]2[CH2:36][CH2:37][N:32]([C:27]3[N:26]=[N:25][C:24]([Cl:23])=[C:29]([CH3:30])[C:28]=3[CH3:31])[CH2:33][C@H:34]2[CH3:38])=[N:16][CH:17]=1)=[O:11]. The catalyst class is: 4. (4) Reactant: [O:1]=[C:2]1[C:6]2([CH2:15][NH:16][C:17](=[O:23])[O:18][C:19]([CH3:22])([CH3:21])[CH3:20])[CH2:7][C:8](=O)[NH:9][C:10]3[CH:11]=[CH:12][CH:13]=[C:4]([C:5]=32)[NH:3]1.CC(C[AlH]CC(C)C)C. Product: [NH4+:3].[OH-:1].[O:1]=[C:2]1[C:6]2([CH2:15][NH:16][C:17](=[O:23])[O:18][C:19]([CH3:21])([CH3:20])[CH3:22])[CH2:7][CH2:8][NH:9][C:10]3[CH:11]=[CH:12][CH:13]=[C:4]([C:5]=32)[NH:3]1. The catalyst class is: 182. (5) Reactant: [N:1]([CH2:4][C@H:5]1[CH2:10][CH2:9][CH2:8][CH2:7][C@@H:6]1[NH2:11])=[N+:2]=[N-:3].[CH2:12](N(CC)CC)C.O=[C:20]1[CH2:25][CH2:24][N:23]([CH:26]2[CH2:31][CH2:30][N:29]([C:32]([O:34][C:35]([CH3:38])([CH3:37])[CH3:36])=[O:33])[CH2:28][CH2:27]2)[CH2:22][CH2:21]1.C([BH3-])#N.[Na+]. Product: [N:1]([CH2:4][C@H:5]1[CH2:10][CH2:9][CH2:8][CH2:7][C@@H:6]1[NH:11][CH:20]1[CH2:25][CH2:24][N:23]([C:26]2([CH3:12])[CH2:31][CH2:30][N:29]([C:32]([O:34][C:35]([CH3:38])([CH3:37])[CH3:36])=[O:33])[CH2:28][CH2:27]2)[CH2:22][CH2:21]1)=[N+:2]=[N-:3]. The catalyst class is: 466. (6) Reactant: [C:1]1([P:7](Cl)([C:9]2[CH:14]=[CH:13][CH:12]=[CH:11][CH:10]=2)=[O:8])[CH:6]=[CH:5][CH:4]=[CH:3][CH:2]=1.[NH:16]1[CH2:21][CH2:20][CH:19]([CH2:22][CH2:23][CH2:24][CH2:25][NH:26][C:27](=[O:36])[CH2:28][CH2:29][C:30]2[CH:31]=[N:32][CH:33]=[CH:34][CH:35]=2)[CH2:18][CH2:17]1. Product: [C:1]1([P:7]([C:9]2[CH:14]=[CH:13][CH:12]=[CH:11][CH:10]=2)([N:16]2[CH2:21][CH2:20][CH:19]([CH2:22][CH2:23][CH2:24][CH2:25][NH:26][C:27](=[O:36])[CH2:28][CH2:29][C:30]3[CH:31]=[N:32][CH:33]=[CH:34][CH:35]=3)[CH2:18][CH2:17]2)=[O:8])[CH:6]=[CH:5][CH:4]=[CH:3][CH:2]=1. The catalyst class is: 1.